Task: Regression. Given a peptide amino acid sequence and an MHC pseudo amino acid sequence, predict their binding affinity value. This is MHC class I binding data.. Dataset: Peptide-MHC class I binding affinity with 185,985 pairs from IEDB/IMGT (1) The peptide sequence is LLKWKKTDY. The MHC is HLA-B35:01 with pseudo-sequence HLA-B35:01. The binding affinity (normalized) is 0.0847. (2) The peptide sequence is SYVKSKLKL. The MHC is H-2-Kb with pseudo-sequence H-2-Kb. The binding affinity (normalized) is 0.202. (3) The peptide sequence is RSSCISEA. The MHC is Mamu-A01 with pseudo-sequence Mamu-A01. The binding affinity (normalized) is 0. (4) The peptide sequence is LTLKPCHAL. The MHC is HLA-B07:02 with pseudo-sequence HLA-B07:02. The binding affinity (normalized) is 0.299.